This data is from Forward reaction prediction with 1.9M reactions from USPTO patents (1976-2016). The task is: Predict the product of the given reaction. (1) Given the reactants [Cl:1][C:2]1[CH:7]=[CH:6][C:5]([OH:8])=[CH:4][C:3]=1[N+:9]([O-:11])=[O:10].[Cl:12][C:13]1[CH:18]=[CH:17][C:16]([CH2:19]Br)=[CH:15][CH:14]=1, predict the reaction product. The product is: [Cl:12][C:13]1[CH:18]=[CH:17][C:16]([CH2:19][O:8][C:5]2[CH:6]=[CH:7][C:2]([Cl:1])=[C:3]([N+:9]([O-:11])=[O:10])[CH:4]=2)=[CH:15][CH:14]=1. (2) Given the reactants C1C2C(=CC=CC=2)C=[N:3][N:2]=1.[N+:11]([C:14]1[CH:15]=[C:16]2[C:21](=O)[O:20][C:18](=[O:19])[C:17]2=[CH:23][CH:24]=1)([O-])=O.NN, predict the reaction product. The product is: [NH2:11][C:14]1[CH:15]=[C:16]2[C:17](=[CH:23][CH:24]=1)[C:18]([OH:19])=[N:3][N:2]=[C:21]2[OH:20]. (3) Given the reactants C([O:5][C:6](=[O:8])[CH3:7])(C)(C)C.[CH3:9][C:10]([CH3:38])([CH3:37])[C:11](=[O:36])[CH2:12][O:13][C:14]1[CH:19]=[CH:18][C:17]([C:20]([C:25]2[S:29][C:28]([S:30]([NH2:33])(=[O:32])=[O:31])=[C:27]([CH3:34])[CH:26]=2)([CH2:23][CH3:24])[CH2:21][CH3:22])=[CH:16][C:15]=1[CH3:35], predict the reaction product. The product is: [C:6]([OH:8])(=[O:5])[CH3:7].[CH3:38][C:10]([CH3:9])([CH3:37])[C:11](=[O:36])[CH2:12][O:13][C:14]1[CH:19]=[CH:18][C:17]([C:20]([C:25]2[S:29][C:28]([S:30]([NH2:33])(=[O:32])=[O:31])=[C:27]([CH3:34])[CH:26]=2)([CH2:21][CH3:22])[CH2:23][CH3:24])=[CH:16][C:15]=1[CH3:35]. (4) Given the reactants C(Cl)(=O)C(Cl)=O.CS(C)=O.[CH2:11]([N:18]1[CH2:23][CH:22]([CH3:24])[O:21][CH2:20][C@@H:19]1[CH2:25][CH2:26][OH:27])[C:12]1[CH:17]=[CH:16][CH:15]=[CH:14][CH:13]=1.C(N(CC)CC)C, predict the reaction product. The product is: [CH2:11]([N:18]1[CH2:23][CH:22]([CH3:24])[O:21][CH2:20][CH:19]1[CH2:25][CH:26]=[O:27])[C:12]1[CH:13]=[CH:14][CH:15]=[CH:16][CH:17]=1. (5) The product is: [C:1]([O:5][C:6]([N:8]1[C:17]2[C:12](=[CH:13][C:14]([CH2:18][CH2:19][CH2:20][CH2:21][CH2:22][OH:23])=[CH:15][CH:16]=2)[CH2:11][CH2:10][CH2:9]1)=[O:7])([CH3:4])([CH3:3])[CH3:2]. Given the reactants [C:1]([O:5][C:6]([N:8]1[C:17]2[C:12](=[CH:13][C:14]([C:18]#[C:19][CH2:20][CH2:21][CH2:22][OH:23])=[CH:15][CH:16]=2)[CH2:11][CH2:10][CH2:9]1)=[O:7])([CH3:4])([CH3:3])[CH3:2], predict the reaction product. (6) Given the reactants [C:1]([NH:4][C:5]1[CH:6]=[C:7]2[C:12](=[CH:13][CH:14]=1)[C:11](=[O:15])[CH2:10][CH2:9][CH2:8]2)(=[O:3])[CH3:2].[H-].[Na+].[CH3:18]I.O, predict the reaction product. The product is: [CH3:18][N:4]([C:5]1[CH:14]=[CH:13][C:12]2[C:11](=[O:15])[CH2:10][CH2:9][CH2:8][C:7]=2[CH:6]=1)[C:1](=[O:3])[CH3:2].